From a dataset of Catalyst prediction with 721,799 reactions and 888 catalyst types from USPTO. Predict which catalyst facilitates the given reaction. (1) Reactant: [CH3:1][C:2]1[N:3]=[C:4]2[C:13]3[CH2:12][CH:11]([C:14]4[CH:19]=[CH:18][CH:17]=[CH:16][CH:15]=4)[CH2:10][CH2:9][C:8]=3[C:7]([C:20]([OH:22])=O)=[CH:6][N:5]2[C:23]=1[CH3:24].[CH3:25][N:26](C(ON1N=NC2C=CC=CC1=2)=[N+](C)C)[CH3:27].[B-](F)(F)(F)F.CNC.[Cl-].[NH4+]. Product: [CH3:25][N:26]([CH3:27])[C:20]([C:7]1[C:8]2[CH2:9][CH2:10][CH:11]([C:14]3[CH:19]=[CH:18][CH:17]=[CH:16][CH:15]=3)[CH2:12][C:13]=2[C:4]2=[N:3][C:2]([CH3:1])=[C:23]([CH3:24])[N:5]2[CH:6]=1)=[O:22]. The catalyst class is: 410. (2) Reactant: Cl[CH2:2][CH2:3][O:4][C:5]1[CH:6]=[C:7]([NH:11][C:12]2[C:21]3[C:16](=[CH:17][CH:18]=[CH:19][CH:20]=3)[N:15]=[C:14]([CH3:22])[CH:13]=2)[CH:8]=[CH:9][CH:10]=1.C(=O)([O-])[O-].[Na+].[Na+].[C:29]1([S:35]([N:38]2[CH2:43][CH2:42][NH:41][CH2:40][CH2:39]2)(=[O:37])=[O:36])[CH:34]=[CH:33][CH:32]=[CH:31][CH:30]=1. Product: [C:29]1([S:35]([N:38]2[CH2:43][CH2:42][N:41]([CH2:2][CH2:3][O:4][C:5]3[CH:6]=[C:7]([NH:11][C:12]4[C:21]5[C:16](=[CH:17][CH:18]=[CH:19][CH:20]=5)[N:15]=[C:14]([CH3:22])[CH:13]=4)[CH:8]=[CH:9][CH:10]=3)[CH2:40][CH2:39]2)(=[O:37])=[O:36])[CH:34]=[CH:33][CH:32]=[CH:31][CH:30]=1. The catalyst class is: 3. (3) Reactant: [C:1]([O:5][C:6]([N:8]1[CH2:13][CH2:12][CH:11]([C:14]2[CH:15]=[C:16]3[C:25](=[CH:26][CH:27]=2)[O:24][CH2:23][C:22]2[N:17]3[CH:18]([CH3:29])[C:19](=[O:28])[NH:20][N:21]=2)[CH2:10][CH2:9]1)=[O:7])([CH3:4])([CH3:3])[CH3:2].[Br-:30].[Br-].[Br-].C([N+](CCCC)(CCCC)CCCC)CCC.C([N+](CCCC)(CCCC)CCCC)CCC.C([N+](CCCC)(CCCC)CCCC)CCC. Product: [C:1]([O:5][C:6]([N:8]1[CH2:13][CH2:12][CH:11]([C:14]2[CH:15]=[C:16]3[C:25](=[CH:26][C:27]=2[Br:30])[O:24][CH2:23][C:22]2[N:17]3[CH:18]([CH3:29])[C:19](=[O:28])[NH:20][N:21]=2)[CH2:10][CH2:9]1)=[O:7])([CH3:4])([CH3:2])[CH3:3]. The catalyst class is: 61. (4) Reactant: [CH3:1][C:2]1[N:3]([C:8]2[C:9]([C:20]([O:22][CH3:23])=[O:21])=[N:10][C:11]([O:18]C)=[C:12]([C:14]([F:17])([F:16])[F:15])[CH:13]=2)[C:4]([CH3:7])=[CH:5][CH:6]=1.[Si](Cl)(C)(C)C. Product: [CH3:7][C:4]1[N:3]([C:8]2[C:9]([C:20]([O:22][CH3:23])=[O:21])=[N:10][C:11]([OH:18])=[C:12]([C:14]([F:15])([F:16])[F:17])[CH:13]=2)[C:2]([CH3:1])=[CH:6][CH:5]=1. The catalyst class is: 10.